From a dataset of Full USPTO retrosynthesis dataset with 1.9M reactions from patents (1976-2016). Predict the reactants needed to synthesize the given product. Given the product [ClH:36].[N:8]1([C@@H:3]2[CH2:4][CH2:5][CH2:6][CH2:7][C@H:2]2[NH2:1])[CH:9]=[CH:27][CH:26]=[CH:25]1, predict the reactants needed to synthesize it. The reactants are: [NH2:1][C@@H:2]1[CH2:7][CH2:6][CH2:5][CH2:4][C@H:3]1[NH:8][C:9](=O)OC(C)(C)C.C([O-])(=O)C.[Na+].COC1[CH2:27][CH2:26][CH:25](OC)O1.O1CCOCC1.[ClH:36].